This data is from Forward reaction prediction with 1.9M reactions from USPTO patents (1976-2016). The task is: Predict the product of the given reaction. (1) Given the reactants Br[C:2]1[CH:7]=[CH:6][C:5]([O:8][CH2:9][CH2:10][CH2:11][CH2:12][C:13]([O:15][CH2:16][CH3:17])=[O:14])=[CH:4][C:3]=1[O:18][CH3:19].[C:20]([Zn]C#N)#[N:21].C(OCC)(=O)C, predict the reaction product. The product is: [C:20]([C:2]1[CH:7]=[CH:6][C:5]([O:8][CH2:9][CH2:10][CH2:11][CH2:12][C:13]([O:15][CH2:16][CH3:17])=[O:14])=[CH:4][C:3]=1[O:18][CH3:19])#[N:21]. (2) Given the reactants [CH3:1][O:2][C@@H:3]1[O:27][C@H:26]([CH2:28][O:29][CH2:30][C:31]2[CH:36]=[CH:35][C:34]([Cl:37])=[CH:33][C:32]=2[Cl:38])[C@@H:15]([O:16][CH2:17][C:18]2[CH:23]=[CH:22][C:21]([Cl:24])=[CH:20][C:19]=2[Cl:25])[C@H:4]1[O:5]CC1C=CC(Cl)=CC=1Cl.Cl[Sn](Cl)(Cl)Cl, predict the reaction product. The product is: [CH3:1][O:2][C@@H:3]1[O:27][C@H:26]([CH2:28][O:29][CH2:30][C:31]2[CH:36]=[CH:35][C:34]([Cl:37])=[CH:33][C:32]=2[Cl:38])[C@@H:15]([O:16][CH2:17][C:18]2[CH:23]=[CH:22][C:21]([Cl:24])=[CH:20][C:19]=2[Cl:25])[C@H:4]1[OH:5]. (3) Given the reactants [CH2:1]([C:8]1[CH:9]=[C:10]2[C:15](=[CH:16][C:17]=1[Cl:18])[N:14]=[C:13]([N:19]1[CH:23]=[C:22]([C:24]([O:26]CC)=[O:25])[CH:21]=[N:20]1)[NH:12][C:11]2=O)[C:2]1[CH:7]=[CH:6][CH:5]=[CH:4][CH:3]=1.[CH:30]1([NH2:33])[CH2:32][CH2:31]1, predict the reaction product. The product is: [CH2:1]([C:8]1[CH:9]=[C:10]2[C:15](=[CH:16][C:17]=1[Cl:18])[N:14]=[C:13]([N:19]1[CH:23]=[C:22]([C:24]([OH:26])=[O:25])[CH:21]=[N:20]1)[N:12]=[C:11]2[NH:33][CH:30]1[CH2:32][CH2:31]1)[C:2]1[CH:3]=[CH:4][CH:5]=[CH:6][CH:7]=1. (4) The product is: [CH:7]([C:6]([CH2:17][O:18][CH3:19])([C:4]([O:3][CH2:2][CH3:1])=[O:5])[C:10]([O:12][CH2:13][CH3:14])=[O:11])([CH3:9])[CH3:8]. Given the reactants [CH3:1][CH2:2][O:3][C:4]([CH:6]([C:10]([O:12][CH2:13][CH3:14])=[O:11])[CH:7]([CH3:9])[CH3:8])=[O:5].[H-].[Na+].[CH3:17][O:18][CH2:19]Cl, predict the reaction product. (5) The product is: [I:26][CH2:24][O:23][C:21](=[O:22])[CH2:20][CH2:19][O:18][C:16](=[O:17])[C@H:12]([CH:13]([CH3:15])[CH3:14])[NH:11][C:9]([O:8][CH2:1][C:2]1[CH:7]=[CH:6][CH:5]=[CH:4][CH:3]=1)=[O:10]. Given the reactants [CH2:1]([O:8][C:9]([NH:11][C@H:12]([C:16]([O:18][CH2:19][CH2:20][C:21]([O:23][CH2:24]Cl)=[O:22])=[O:17])[CH:13]([CH3:15])[CH3:14])=[O:10])[C:2]1[CH:7]=[CH:6][CH:5]=[CH:4][CH:3]=1.[I-:26].[Na+], predict the reaction product. (6) Given the reactants [CH:1]([C@@H:4]1[CH2:8][O:7][C:6](=[O:9])[NH:5]1)([CH3:3])[CH3:2].[Li]CCCC.[Cl:15][C:16]1[CH:21]=[CH:20][C:19]([CH2:22][C:23](Cl)=[O:24])=[CH:18][CH:17]=1, predict the reaction product. The product is: [Cl:15][C:16]1[CH:21]=[CH:20][C:19]([CH2:22][C:23]([N:5]2[C@H:4]([CH:1]([CH3:3])[CH3:2])[CH2:8][O:7][C:6]2=[O:9])=[O:24])=[CH:18][CH:17]=1. (7) Given the reactants [CH3:1][C:2]1[N:3]=[C:4]([CH:8]=[N:9]O)[S:5][C:6]=1[CH3:7], predict the reaction product. The product is: [CH3:1][C:2]1[N:3]=[C:4]([CH2:8][NH2:9])[S:5][C:6]=1[CH3:7]. (8) Given the reactants [Cl:1][C:2]1[N:3]=[C:4]([N:19]2[CH2:24][CH2:23][O:22][CH2:21][CH2:20]2)[C:5]2[N:11]=[C:10]([CH2:12]P(=O)(OC)OC)[CH:9]=[CH:8][C:6]=2[N:7]=1.C([N-]C(C)C)(C)C.[Li+].[C:33]([N:40]1[CH2:45][CH2:44][C:43](=O)[CH2:42][CH2:41]1)([O:35][C:36]([CH3:39])([CH3:38])[CH3:37])=[O:34], predict the reaction product. The product is: [Cl:1][C:2]1[N:3]=[C:4]([N:19]2[CH2:20][CH2:21][O:22][CH2:23][CH2:24]2)[C:5]2[N:11]=[C:10]([CH:12]=[C:43]3[CH2:44][CH2:45][N:40]([C:33]([O:35][C:36]([CH3:39])([CH3:38])[CH3:37])=[O:34])[CH2:41][CH2:42]3)[CH:9]=[CH:8][C:6]=2[N:7]=1. (9) Given the reactants [Br-].[CH2:2]([O:4][C:5](=[O:9])[CH2:6][CH2:7][Zn+])[CH3:3].Cl[C:11]1[CH:12]=[C:13]([CH:16]=[CH:17][N:18]=1)[C:14]#[N:15].C1(C)C=CC=CC=1, predict the reaction product. The product is: [CH2:2]([O:4][C:5](=[O:9])[CH2:6][CH2:7][C:11]1[CH:12]=[C:13]([C:14]#[N:15])[CH:16]=[CH:17][N:18]=1)[CH3:3]. (10) Given the reactants O[C:2]1[C:7]([NH:8][C:9](=[O:19])[C:10]2[CH:15]=[CH:14][C:13]([Cl:16])=[C:12]([C:17]#[N:18])[CH:11]=2)=[CH:6][N:5]=[CH:4][N:3]=1, predict the reaction product. The product is: [Cl:16][C:13]1[CH:14]=[CH:15][C:10]([C:9]2[O:19][C:2]3[N:3]=[CH:4][N:5]=[CH:6][C:7]=3[N:8]=2)=[CH:11][C:12]=1[C:17]#[N:18].